This data is from Reaction yield outcomes from USPTO patents with 853,638 reactions. The task is: Predict the reaction yield, written as a fraction of the theoretical maximum amount of product (1.0 means a 100% yield; for example, 0.34 means a 34% yield). The catalyst is C(O)C.O. The reactants are [Cl:1][C:2]1[C:3]([N:8]2[C:12]([C:13]([O:15]C)=[O:14])=[CH:11][C:10](/[CH:17]=[CH:18]/[N:19]3[N:23]=[N:22][C:21]([C:24]([F:27])([F:26])[F:25])=[N:20]3)=[N:9]2)=[N:4][CH:5]=[CH:6][CH:7]=1.ClC1C(N2C(C(OC)=O)=CC(/C=C/N3C(C(F)(F)F)=NN=N3)=N2)=NC=CC=1.[OH-].[Na+].Cl. The yield is 0.480. The product is [Cl:1][C:2]1[C:3]([N:8]2[C:12]([C:13]([OH:15])=[O:14])=[CH:11][C:10](/[CH:17]=[CH:18]/[N:19]3[N:23]=[N:22][C:21]([C:24]([F:26])([F:25])[F:27])=[N:20]3)=[N:9]2)=[N:4][CH:5]=[CH:6][CH:7]=1.